Dataset: Reaction yield outcomes from USPTO patents with 853,638 reactions. Task: Predict the reaction yield, written as a fraction of the theoretical maximum amount of product (1.0 means a 100% yield; for example, 0.34 means a 34% yield). (1) The catalyst is CCOC(C)=O.O=[Pt]=O. The reactants are [C:1]([O:4][C@@H:5]1[CH2:29][CH2:28][C@@:27]2([CH3:30])[C@H:7]([CH2:8][CH2:9][C@@H:10]3[C:26]2=[CH:25][CH2:24][C@@:23]2([CH3:31])[C@H:11]3[CH2:12][CH:13]=[C:14]2[C@H:15]([CH3:22])/[CH:16]=[CH:17]/[C:18]([O:20][CH3:21])=[O:19])[CH2:6]1)(=[O:3])[CH3:2]. The product is [C:1]([O:4][C@@H:5]1[CH2:29][CH2:28][C@@:27]2([CH3:30])[C@H:7]([CH2:8][CH2:9][C@@H:10]3[C:26]2=[CH:25][CH2:24][C@@:23]2([CH3:31])[C@H:11]3[CH2:12][CH2:13][C@@H:14]2[C@H:15]([CH3:22])[CH2:16][CH2:17][C:18]([O:20][CH3:21])=[O:19])[CH2:6]1)(=[O:3])[CH3:2]. The yield is 0.960. (2) The reactants are BrP([CH2:21][C:22]1[C:27]([N+:28]([O-:30])=[O:29])=[CH:26][CH:25]=[CH:24][C:23]=1[F:31])(C1C=CC=CC=1)(C1C=CC=CC=1)C1C=CC=CC=1.C([O-])([O-])=O.[K+].[K+].C1OCCOCCOCCOCCOCCOC1.[CH:56]([C@H:58]1[CH2:65][N:64]([C:66]([O:68][C:69]([CH3:72])([CH3:71])[CH3:70])=[O:67])[CH2:63][C:60]2([CH2:62][CH2:61]2)[N:59]1[C:73]([O:75][CH2:76][CH:77]1[C:89]2[CH:88]=[CH:87][CH:86]=[CH:85][C:84]=2[C:83]2[C:78]1=[CH:79][CH:80]=[CH:81][CH:82]=2)=[O:74])=O. The catalyst is COCCOC.C(Cl)Cl.CC#N. The product is [F:31][C:23]1[CH:24]=[CH:25][CH:26]=[C:27]([N+:28]([O-:30])=[O:29])[C:22]=1/[CH:21]=[CH:56]/[C@H:58]1[CH2:65][N:64]([C:66]([O:68][C:69]([CH3:71])([CH3:72])[CH3:70])=[O:67])[CH2:63][C:60]2([CH2:61][CH2:62]2)[N:59]1[C:73]([O:75][CH2:76][CH:77]1[C:89]2[CH:88]=[CH:87][CH:86]=[CH:85][C:84]=2[C:83]2[C:78]1=[CH:79][CH:80]=[CH:81][CH:82]=2)=[O:74]. The yield is 0.360. (3) The reactants are Br[C:2]1[CH:7]=[CH:6][CH:5]=[C:4]([CH2:8][F:9])[N:3]=1.[CH2:10]([N:14]1[N:18]=[C:17]2[CH:19]=[CH:20][C:21]([CH3:23])=[CH:22][C:16]2=[N:15]1)[CH2:11][C:12]#[CH:13]. No catalyst specified. The product is [F:9][CH2:8][C:4]1[N:3]=[C:2]([C:13]#[C:12][CH2:11][CH2:10][N:14]2[N:18]=[C:17]3[CH:19]=[CH:20][C:21]([CH3:23])=[CH:22][C:16]3=[N:15]2)[CH:7]=[CH:6][CH:5]=1. The yield is 0.390. (4) The reactants are C([N:8]1[C:16]2[C:11](=[CH:12][C:13]([C:17]([OH:19])=[O:18])=[CH:14][CH:15]=2)[C:10]([CH3:20])=[N:9]1)C1C=CC=CC=1.[H][H]. The catalyst is CO.C(OCC)(=O)C.C(OCC)(=O)C.[Pd]. The product is [CH3:20][C:10]1[C:11]2[C:16](=[CH:15][CH:14]=[C:13]([C:17]([OH:19])=[O:18])[CH:12]=2)[NH:8][N:9]=1. The yield is 0.750. (5) The reactants are C([O:8][C:9]1[CH:14]=[N:13][CH:12]=[C:11]2[S:15][C:16]([C:18]([O:20][CH3:21])=[O:19])=[CH:17][C:10]=12)C1C=CC=CC=1.CC(C)=O.CCCCCC. The product is [OH:8][C:9]1[CH:14]=[N:13][CH:12]=[C:11]2[S:15][C:16]([C:18]([O:20][CH3:21])=[O:19])=[CH:17][C:10]=12. The catalyst is C(O)C.[Pd]. The yield is 0.750. (6) The reactants are Br[C:2]1[CH:3]=[C:4]([CH:8]([C:23]2([OH:29])[CH2:28][CH2:27][CH2:26][CH2:25][CH2:24]2)[CH2:9][N:10]2[CH2:15][CH2:14][N:13]([C:16]([O:18][C:19]([CH3:22])([CH3:21])[CH3:20])=[O:17])[CH2:12][CH2:11]2)[CH:5]=[CH:6][CH:7]=1.[Cl:30][C:31]1[CH:32]=[C:33](B(O)O)[CH:34]=[CH:35][C:36]=1[Cl:37].C(=O)([O-])[O-].[Na+].[Na+]. The catalyst is COCCOC.C1C=CC([P]([Pd]([P](C2C=CC=CC=2)(C2C=CC=CC=2)C2C=CC=CC=2)([P](C2C=CC=CC=2)(C2C=CC=CC=2)C2C=CC=CC=2)[P](C2C=CC=CC=2)(C2C=CC=CC=2)C2C=CC=CC=2)(C2C=CC=CC=2)C2C=CC=CC=2)=CC=1. The product is [Cl:30][C:31]1[CH:32]=[C:33]([C:2]2[CH:7]=[CH:6][CH:5]=[C:4]([CH:8]([C:23]3([OH:29])[CH2:28][CH2:27][CH2:26][CH2:25][CH2:24]3)[CH2:9][N:10]3[CH2:15][CH2:14][N:13]([C:16]([O:18][C:19]([CH3:20])([CH3:22])[CH3:21])=[O:17])[CH2:12][CH2:11]3)[CH:3]=2)[CH:34]=[CH:35][C:36]=1[Cl:37]. The yield is 0.670. (7) The reactants are [OH:1][C:2]1[C:3]([C:13]([O:15][CH3:16])=[O:14])=[C:4]([CH3:12])[C:5]([O:8][CH:9]([CH3:11])[CH3:10])=[N:6][CH:7]=1.Br[CH2:18][CH2:19][NH:20][C:21](=[O:27])[O:22][C:23]([CH3:26])([CH3:25])[CH3:24].C([O-])([O-])=O.[K+].[K+]. The catalyst is CC#N. The product is [C:23]([O:22][C:21]([NH:20][CH2:19][CH2:18][O:1][C:2]1[C:3]([C:13]([O:15][CH3:16])=[O:14])=[C:4]([CH3:12])[C:5]([O:8][CH:9]([CH3:10])[CH3:11])=[N:6][CH:7]=1)=[O:27])([CH3:26])([CH3:25])[CH3:24]. The yield is 0.650.